From a dataset of Full USPTO retrosynthesis dataset with 1.9M reactions from patents (1976-2016). Predict the reactants needed to synthesize the given product. (1) The reactants are: [F:1][C:2]1[N:12]=[CH:11][C:5]2[N:6]=[CH:7][NH:8][C:9](=O)[C:4]=2[CH:3]=1.[F:13][C:14]1[CH:20]=[CH:19][C:17]([NH2:18])=[CH:16][C:15]=1[C:21]([F:24])([F:23])[F:22]. Given the product [F:1][C:2]1[N:12]=[CH:11][C:5]2[N:6]=[CH:7][N:8]=[C:9]([NH:18][C:17]3[CH:19]=[CH:20][C:14]([F:13])=[C:15]([C:21]([F:24])([F:22])[F:23])[CH:16]=3)[C:4]=2[CH:3]=1, predict the reactants needed to synthesize it. (2) The reactants are: [N:1]1[N:2]([C:6]2[CH:32]=[CH:31][CH:30]=[CH:29][C:7]=2[C:8]([N:10]2[C@H:15]([CH3:16])[CH2:14][CH2:13][C@@H:12]([O:17][C:18]3[N:27]=[CH:26][CH:25]=[C:24](I)[C:19]=3[C:20]([O:22][CH3:23])=[O:21])[CH2:11]2)=[O:9])[N:3]=[CH:4][CH:5]=1.[NH:33]1[CH2:36][CH2:35][CH2:34]1.C(=O)([O-])[O-].[Cs+].[Cs+].CNC1CCCCC1NC. Given the product [N:33]1([C:24]2[CH:25]=[CH:26][N:27]=[C:18]([O:17][C@@H:12]3[CH2:13][CH2:14][C@@H:15]([CH3:16])[N:10]([C:8]([C:7]4[CH:29]=[CH:30][CH:31]=[CH:32][C:6]=4[N:2]4[N:3]=[CH:4][CH:5]=[N:1]4)=[O:9])[CH2:11]3)[C:19]=2[C:20]([O:22][CH3:23])=[O:21])[CH2:36][CH2:35][CH2:34]1, predict the reactants needed to synthesize it.